From a dataset of Peptide-MHC class II binding affinity with 134,281 pairs from IEDB. Regression. Given a peptide amino acid sequence and an MHC pseudo amino acid sequence, predict their binding affinity value. This is MHC class II binding data. The peptide sequence is EAMEKELREAFRLYD. The MHC is HLA-DPA10201-DPB11401 with pseudo-sequence HLA-DPA10201-DPB11401. The binding affinity (normalized) is 0.305.